Dataset: Full USPTO retrosynthesis dataset with 1.9M reactions from patents (1976-2016). Task: Predict the reactants needed to synthesize the given product. (1) Given the product [O:1]1[C:5]2[CH:6]=[CH:7][CH:8]=[CH:9][C:4]=2[N:3]=[C:2]1[NH:10][C:11]1[CH:16]=[CH:15][C:14]([CH2:17][C:18]([OH:20])=[O:19])=[CH:13][CH:12]=1, predict the reactants needed to synthesize it. The reactants are: [O:1]1[C:5]2[CH:6]=[CH:7][CH:8]=[CH:9][C:4]=2[N:3]=[C:2]1[NH:10][C:11]1[CH:16]=[CH:15][C:14]([CH2:17][C:18]([O:20]CC)=[O:19])=[CH:13][CH:12]=1.[OH-].[Na+]. (2) Given the product [C:50]([O:49][C:47]([N:39]([C:40]([O:42][C:43]([CH3:44])([CH3:45])[CH3:46])=[O:41])[C:35]1[C:36]2[C:31](=[CH:30][C:29]([NH:28][CH:56]([C:18]3[CH:19]=[C:20]([CH2:21][CH3:22])[C:15]([CH2:14][CH2:13][O:12][C:10](=[O:11])[NH:9][C:5]4[CH:6]=[CH:7][CH:8]=[C:3]([C:1]#[N:2])[CH:4]=4)=[C:16]([CH2:26][CH3:27])[CH:17]=3)[C:55]([OH:59])=[O:58])=[CH:38][CH:37]=2)[CH:32]=[CH:33][N:34]=1)=[O:48])([CH3:53])([CH3:52])[CH3:51], predict the reactants needed to synthesize it. The reactants are: [C:1]([C:3]1[CH:4]=[C:5]([NH:9][C:10]([O:12][CH2:13][CH2:14][C:15]2[C:20]([CH2:21][CH3:22])=[CH:19][C:18](B(O)O)=[CH:17][C:16]=2[CH2:26][CH3:27])=[O:11])[CH:6]=[CH:7][CH:8]=1)#[N:2].[NH2:28][C:29]1[CH:30]=[C:31]2[C:36](=[CH:37][CH:38]=1)[C:35]([N:39]([C:47]([O:49][C:50]([CH3:53])([CH3:52])[CH3:51])=[O:48])[C:40]([O:42][C:43]([CH3:46])([CH3:45])[CH3:44])=[O:41])=[N:34][CH:33]=[CH:32]2.O.[C:55]([OH:59])(=[O:58])[CH:56]=O. (3) The reactants are: [F:1][C:2]([F:35])([F:34])[C@@:3]([C:6]1[CH:11]=[CH:10][C:9]([N:12]2[CH2:17][CH2:16][N:15]([S:18]([C:21]3[CH:26]=[CH:25][CH:24]=[CH:23][CH:22]=3)(=[O:20])=[O:19])[CH2:14][C@@H:13]2[CH2:27][CH:28]2[CH2:33][CH2:32][O:31][CH2:30][CH2:29]2)=[CH:8][CH:7]=1)([OH:5])[CH3:4].FC(F)(F)[C@](C1C=CC(N2CCN(S(C3C=CC=CC=3)(=O)=O)C[C@H]2CC2CCOCC2)=CC=1)(O)C.FC(F)(F)[C@](C1C=CC(N2CCN(S(C3C=CC=CC=3)(=O)=O)C[C@@H]2CC2CCOCC2)=CC=1)(O)C.C1N=C(N)C2N=CN([C@@H]3O[C@H](COP(OP(OC[C@H]4O[C@@H](N5C=C(C(N)=O)CC=C5)[C@H](O)[C@@H]4O)(O)=O)(O)=O)[C@@H](O)[C@H]3OP(O)(O)=O)C=2N=1. Given the product [F:35][C:2]([F:1])([F:34])[C@@:3]([C:6]1[CH:11]=[CH:10][C:9]([N:12]2[CH2:17][CH2:16][N:15]([S:18]([C:21]3[CH:26]=[CH:25][CH:24]=[CH:23][CH:22]=3)(=[O:19])=[O:20])[CH2:14][C@H:13]2[CH2:27][CH:28]2[CH2:29][CH2:30][O:31][CH2:32][CH2:33]2)=[CH:8][CH:7]=1)([OH:5])[CH3:4], predict the reactants needed to synthesize it. (4) Given the product [C:4]([O:8][C:9]([N:11]([C:55]([O:57][C:58]([CH3:61])([CH3:60])[CH3:59])=[O:56])[C:12]1[C:21]2[C:16](=[CH:17][C:18]([NH:22][CH:23]3[C:40](=[O:41])[N:39]([CH3:42])[CH2:38][C:37]4[CH:43]=[C:33]([CH:34]=[CH:35][C:36]=4[C:44]([OH:46])=[O:45])[NH:32][C:31](=[O:48])[O:30][CH2:29][C:28]([F:50])([F:49])[C:27]4[C:26]([CH3:54])=[CH:25][C:24]3=[CH:52][C:51]=4[CH3:53])=[CH:19][CH:20]=2)[CH:15]=[CH:14][N:13]=1)=[O:10])([CH3:6])([CH3:7])[CH3:5], predict the reactants needed to synthesize it. The reactants are: [Li+].[OH-].O.[C:4]([O:8][C:9]([N:11]([C:55]([O:57][C:58]([CH3:61])([CH3:60])[CH3:59])=[O:56])[C:12]1[C:21]2[C:16](=[CH:17][C:18]([NH:22][CH:23]3[C:40](=[O:41])[N:39]([CH3:42])[CH2:38][C:37]4[CH:43]=[C:33]([CH:34]=[CH:35][C:36]=4[C:44]([O:46]C)=[O:45])[NH:32][C:31](=[O:48])[O:30][CH2:29][C:28]([F:50])([F:49])[C:27]4[C:51]([CH3:53])=[CH:52][C:24]3=[CH:25][C:26]=4[CH3:54])=[CH:19][CH:20]=2)[CH:15]=[CH:14][N:13]=1)=[O:10])([CH3:7])([CH3:6])[CH3:5].S(=O)(=O)(O)[O-].[Na+]. (5) Given the product [Br:20][C:21]1[C:22]([F:32])=[CH:23][C:24]([F:31])=[C:25]([S:27]([NH:11][C:8]2[CH:9]=[CH:10][C:5]([N:4]([CH3:12])[CH3:3])=[CH:6][CH:7]=2)(=[O:29])=[O:28])[CH:26]=1, predict the reactants needed to synthesize it. The reactants are: Cl.Cl.[CH3:3][N:4]([CH3:12])[C:5]1[CH:10]=[CH:9][C:8]([NH2:11])=[CH:7][CH:6]=1.C(N(CC)CC)C.[Br:20][C:21]1[C:22]([F:32])=[CH:23][C:24]([F:31])=[C:25]([S:27](Cl)(=[O:29])=[O:28])[CH:26]=1. (6) Given the product [CH:48]1([NH:51][CH2:52][C@H:53]2[CH2:54][C@@H:55]([OH:58])[CH2:56][N:57]2[C:30]([C:26]2[C:25]([CH3:33])=[C:24](/[CH:23]=[C:16]3\[C:17](=[O:22])[NH:18][C:19]4[C:15]\3=[CH:14][C:13]([S:10]([CH2:9][C:3]3[C:4]([Cl:8])=[CH:5][CH:6]=[CH:7][C:2]=3[Cl:1])(=[O:11])=[O:12])=[CH:21][CH:20]=4)[NH:28][C:27]=2[CH3:29])=[O:32])[CH2:50][CH2:49]1, predict the reactants needed to synthesize it. The reactants are: [Cl:1][C:2]1[CH:7]=[CH:6][CH:5]=[C:4]([Cl:8])[C:3]=1[CH2:9][S:10]([C:13]1[CH:14]=[C:15]2[C:19](=[CH:20][CH:21]=1)[NH:18][C:17](=[O:22])/[C:16]/2=[CH:23]\[C:24]1[NH:28][C:27]([CH3:29])=[C:26]([C:30]([OH:32])=O)[C:25]=1[CH3:33])(=[O:12])=[O:11].C1C=CC2N(O)N=NC=2C=1.C(Cl)CCl.[CH:48]1([NH:51][CH2:52][C@@H:53]2[NH:57][CH2:56][C@H:55]([OH:58])[CH2:54]2)[CH2:50][CH2:49]1. (7) Given the product [F:20][C:15]1[CH:16]=[N:17][CH:18]=[CH:19][C:14]=1[C:5]1[CH:4]=[C:3]2[N:21]=[C:22]([C:24]3[NH:28][CH:27]=[N:26][N:25]=3)[NH:1][C:2]2=[N:7][C:6]=1[C:8]1[CH:9]=[N:10][CH:11]=[CH:12][CH:13]=1, predict the reactants needed to synthesize it. The reactants are: [NH2:1][C:2]1[N:7]=[C:6]([C:8]2[CH:9]=[N:10][CH:11]=[CH:12][CH:13]=2)[C:5]([C:14]2[CH:19]=[CH:18][N:17]=[CH:16][C:15]=2[F:20])=[CH:4][C:3]=1[NH:21][C:22]([C:24]1[N:28]=[CH:27][NH:26][N:25]=1)=O. (8) Given the product [Cl:1][C:2]1[CH:3]=[C:4]([C:9]2([C:22]([F:23])([F:25])[F:24])[O:13][N:12]=[C:11]([C:14]3[CH:15]=[CH:16][C:17]([CH3:21])=[C:18]([NH:19][C:38](=[O:39])[C:37]4[CH:36]=[CH:35][C:34]([C:26](=[O:33])[C:27]5[CH:32]=[CH:31][CH:30]=[CH:29][CH:28]=5)=[CH:42][CH:41]=4)[CH:20]=3)[CH2:10]2)[CH:5]=[C:6]([Cl:8])[CH:7]=1, predict the reactants needed to synthesize it. The reactants are: [Cl:1][C:2]1[CH:3]=[C:4]([C:9]2([C:22]([F:25])([F:24])[F:23])[O:13][N:12]=[C:11]([C:14]3[CH:15]=[CH:16][C:17]([CH3:21])=[C:18]([CH:20]=3)[NH2:19])[CH2:10]2)[CH:5]=[C:6]([Cl:8])[CH:7]=1.[C:26]([C:34]1[CH:42]=[CH:41][C:37]([C:38](O)=[O:39])=[CH:36][CH:35]=1)(=[O:33])[C:27]1[CH:32]=[CH:31][CH:30]=[CH:29][CH:28]=1.Cl.C(N(CC)CCCN=C=NCC)C.C(=O)([O-])O.[Na+]. (9) Given the product [O:8]([C:22]1[CH:27]=[CH:26][C:25]([C@@H:28]2[C@@H:31]([CH2:32][CH2:33][C@@H:34]([C:36]3[CH:41]=[CH:40][C:39]([F:42])=[CH:38][CH:37]=3)[OH:35])[C:30](=[O:43])[N:29]2[C:44]2[CH:49]=[CH:48][C:47]([C:53]#[C:52][CH2:51][NH:54][S:55]([CH3:58])(=[O:57])=[O:56])=[CH:46][CH:45]=2)=[CH:24][CH:23]=1)[C@@H:9]1[O:17][C@H:16]([C:18]([O:20][CH3:21])=[O:19])[C@@H:14]([OH:15])[C@H:12]([OH:13])[C@H:10]1[OH:11], predict the reactants needed to synthesize it. The reactants are: C(N(CC)CC)C.[O:8]([C:22]1[CH:27]=[CH:26][C:25]([C@@H:28]2[C@@H:31]([CH2:32][CH2:33][C@@H:34]([C:36]3[CH:41]=[CH:40][C:39]([F:42])=[CH:38][CH:37]=3)[OH:35])[C:30](=[O:43])[N:29]2[C:44]2[CH:49]=[CH:48][C:47](I)=[CH:46][CH:45]=2)=[CH:24][CH:23]=1)[C@@H:9]1[O:17][C@H:16]([C:18]([O:20][CH3:21])=[O:19])[C@@H:14]([OH:15])[C@H:12]([OH:13])[C@H:10]1[OH:11].[CH2:51]([NH:54][S:55]([CH3:58])(=[O:57])=[O:56])[C:52]#[CH:53].